Predict the product of the given reaction. From a dataset of Forward reaction prediction with 1.9M reactions from USPTO patents (1976-2016). (1) The product is: [Cl:1][C:2]1[CH:7]=[CH:6][C:5]([Cl:8])=[CH:4][C:3]=1[CH:9]1[NH:10][CH2:11][CH2:12][N:13]([C:16]2[C:25]3[C:20](=[CH:21][C:22]([O:28][CH3:29])=[C:23]([O:26][CH3:27])[CH:24]=3)[N:19]=[CH:18][N:17]=2)[CH2:14]1. Given the reactants [Cl:1][C:2]1[CH:7]=[CH:6][C:5]([Cl:8])=[CH:4][C:3]=1[CH:9]1[CH2:14][NH:13][CH2:12][CH2:11][NH:10]1.Cl[C:16]1[C:25]2[C:20](=[CH:21][C:22]([O:28][CH3:29])=[C:23]([O:26][CH3:27])[CH:24]=2)[N:19]=[CH:18][N:17]=1, predict the reaction product. (2) Given the reactants C[O:2][C:3](=[O:45])[C@@H:4]([NH:18][C:19]([C:21]1[C:30]([S:31][CH2:32][CH3:33])=[N:29][C:28]2[C:23](=[CH:24][CH:25]=[C:26]([O:34][C:35]3[CH:40]=[CH:39][C:38]([C:41]([CH3:44])([CH3:43])[CH3:42])=[CH:37][CH:36]=3)[CH:27]=2)[N:22]=1)=[O:20])[CH2:5][C:6]1[CH:11]=[CH:10][C:9]([C:12]2[CH:17]=[CH:16][CH:15]=[CH:14][CH:13]=2)=[CH:8][CH:7]=1.C(Cl)Cl, predict the reaction product. The product is: [C:9]1([C:12]2[CH:17]=[CH:16][CH:15]=[CH:14][CH:13]=2)[CH:8]=[CH:7][C:6]([CH2:5][C@H:4]([NH:18][C:19]([C:21]2[C:30]([S:31][CH2:32][CH3:33])=[N:29][C:28]3[C:23](=[CH:24][CH:25]=[C:26]([O:34][C:35]4[CH:36]=[CH:37][C:38]([C:41]([CH3:42])([CH3:43])[CH3:44])=[CH:39][CH:40]=4)[CH:27]=3)[N:22]=2)=[O:20])[C:3]([OH:45])=[O:2])=[CH:11][CH:10]=1. (3) Given the reactants CO[C:3]1[CH:4]=[C:5]2[C:10](=[CH:11][CH:12]=1)[C:9](=O)[NH:8][CH:7]=[CH:6]2.C1C(=O)N(Cl)C(=O)C1, predict the reaction product. The product is: [CH:9]1[C:10]2[C:5](=[CH:4][CH:3]=[CH:12][CH:11]=2)[CH:6]=[CH:7][N:8]=1. (4) Given the reactants Cl[C:2]1[N:7]=[C:6]([N:8]2[C:12]3[CH:13]=[CH:14][CH:15]=[CH:16][C:11]=3[N:10]=[C:9]2[CH:17]([F:19])[F:18])[N:5]=[C:4]([N:20]2[CH2:25][CH2:24][O:23][CH2:22][CH2:21]2)[N:3]=1.[C:26](=[O:29])([O-])[O-].[K+].[K+].CCCC[CH2:36][CH2:37][CH3:38].[CH3:39][N:40](C=O)C, predict the reaction product. The product is: [F:18][CH:17]([F:19])[C:9]1[N:8]([C:6]2[N:5]=[C:4]([N:20]3[CH2:25][CH2:24][O:23][CH2:22][CH2:21]3)[N:3]=[C:2]([N:40]3[CH2:36][C:37]4([CH2:26][O:29][CH2:38]4)[CH2:39]3)[N:7]=2)[C:12]2[CH:13]=[CH:14][CH:15]=[CH:16][C:11]=2[N:10]=1.